Task: Regression. Given two drug SMILES strings and cell line genomic features, predict the synergy score measuring deviation from expected non-interaction effect.. Dataset: NCI-60 drug combinations with 297,098 pairs across 59 cell lines (1) Drug 1: C1=NC2=C(N1)C(=S)N=C(N2)N. Drug 2: CC1C(C(CC(O1)OC2CC(OC(C2O)C)OC3=CC4=CC5=C(C(=O)C(C(C5)C(C(=O)C(C(C)O)O)OC)OC6CC(C(C(O6)C)O)OC7CC(C(C(O7)C)O)OC8CC(C(C(O8)C)O)(C)O)C(=C4C(=C3C)O)O)O)O. Cell line: HOP-62. Synergy scores: CSS=27.2, Synergy_ZIP=-0.573, Synergy_Bliss=-1.65, Synergy_Loewe=-2.73, Synergy_HSA=-1.81. (2) Drug 1: CC12CCC3C(C1CCC2=O)CC(=C)C4=CC(=O)C=CC34C. Drug 2: CC1=C(C(=O)C2=C(C1=O)N3CC4C(C3(C2COC(=O)N)OC)N4)N. Cell line: OVCAR-4. Synergy scores: CSS=40.7, Synergy_ZIP=0.508, Synergy_Bliss=2.02, Synergy_Loewe=-0.425, Synergy_HSA=2.04. (3) Drug 1: C1=CC(=CC=C1CCC2=CNC3=C2C(=O)NC(=N3)N)C(=O)NC(CCC(=O)O)C(=O)O. Drug 2: CCC1(CC2CC(C3=C(CCN(C2)C1)C4=CC=CC=C4N3)(C5=C(C=C6C(=C5)C78CCN9C7C(C=CC9)(C(C(C8N6C=O)(C(=O)OC)O)OC(=O)C)CC)OC)C(=O)OC)O.OS(=O)(=O)O. Cell line: RXF 393. Synergy scores: CSS=25.2, Synergy_ZIP=-5.41, Synergy_Bliss=-0.792, Synergy_Loewe=-11.7, Synergy_HSA=1.62. (4) Drug 1: CC1C(C(CC(O1)OC2CC(CC3=C2C(=C4C(=C3O)C(=O)C5=C(C4=O)C(=CC=C5)OC)O)(C(=O)C)O)N)O.Cl. Drug 2: CC1=CC=C(C=C1)C2=CC(=NN2C3=CC=C(C=C3)S(=O)(=O)N)C(F)(F)F. Cell line: UO-31. Synergy scores: CSS=12.2, Synergy_ZIP=-5.14, Synergy_Bliss=-3.29, Synergy_Loewe=-0.220, Synergy_HSA=0.0990.